Dataset: CYP3A4 inhibition data for predicting drug metabolism from PubChem BioAssay. Task: Regression/Classification. Given a drug SMILES string, predict its absorption, distribution, metabolism, or excretion properties. Task type varies by dataset: regression for continuous measurements (e.g., permeability, clearance, half-life) or binary classification for categorical outcomes (e.g., BBB penetration, CYP inhibition). Dataset: cyp3a4_veith. (1) The drug is C[N+](C)(C)CCCSc1nc2ccccc2[nH]1. The result is 0 (non-inhibitor). (2) The compound is O=c1c(-c2cccs2)nc2cnc(N3CCNCC3)nc2n1C1CC1. The result is 1 (inhibitor). (3) The molecule is N/C(CC/C(N)=N/O)=N\O. The result is 0 (non-inhibitor). (4) The compound is Cc1cccc(NC(=O)C2(c3ccc([N+](=O)[O-])cc3)CCCC2)c1. The result is 0 (non-inhibitor). (5) The compound is CCOC(=O)CN(c1ccccn1)S(=O)(=O)c1ccccc1. The result is 0 (non-inhibitor). (6) The molecule is CCN(C(=O)Cc1ccccc1OC)c1nnc(-c2ccncc2)s1. The result is 0 (non-inhibitor). (7) The molecule is S=C(Nc1ccccc1)N1CCCCC1. The result is 0 (non-inhibitor). (8) The compound is COCCn1c(C)cc2c(c1=O)C(c1ccccc1F)C(C#N)=C(N)O2. The result is 1 (inhibitor). (9) The compound is COc1cccc(-c2cncnc2NCc2cccs2)c1. The result is 1 (inhibitor).